This data is from CYP2C19 inhibition data for predicting drug metabolism from PubChem BioAssay. The task is: Regression/Classification. Given a drug SMILES string, predict its absorption, distribution, metabolism, or excretion properties. Task type varies by dataset: regression for continuous measurements (e.g., permeability, clearance, half-life) or binary classification for categorical outcomes (e.g., BBB penetration, CYP inhibition). Dataset: cyp2c19_veith. (1) The compound is CCCNC(=O)OC[C@@H]1O[C@H](CCO/N=C(\C)CCN2CCc3nc(CC)c(CC)cc3C2)C=C[C@@H]1Oc1ccc(OC)cc1. The result is 0 (non-inhibitor). (2) The molecule is CCOc1ccc(/C=C2\C(=O)c3ccccc3OC2c2ccccc2)cc1. The result is 1 (inhibitor). (3) The compound is O=C(Nc1ccccc1)N1CC2(CCN(C(=O)c3cccc(F)c3)CC2)C1. The result is 0 (non-inhibitor). (4) The molecule is Cc1ncc(CO)c(CN)c1O. The result is 0 (non-inhibitor).